This data is from Reaction yield outcomes from USPTO patents with 853,638 reactions. The task is: Predict the reaction yield, written as a fraction of the theoretical maximum amount of product (1.0 means a 100% yield; for example, 0.34 means a 34% yield). The reactants are [C:1]([C:4]1[CH:5]=[C:6]2[C:11](=[CH:12][CH:13]=1)[CH:10]=[N:9][CH:8]=[C:7]2[N:14]1[CH2:19][CH2:18][CH2:17][CH:16]([CH2:20][O:21][CH2:22][CH2:23][NH:24]C(=O)OC(C)(C)C)[CH2:15]1)(=[O:3])[NH2:2].[ClH:32].O1CCOCC1. The catalyst is O1CCOCC1. The product is [ClH:32].[NH2:24][CH2:23][CH2:22][O:21][CH2:20][CH:16]1[CH2:17][CH2:18][CH2:19][N:14]([C:7]2[C:6]3[C:11](=[CH:12][CH:13]=[C:4]([C:1]([NH2:2])=[O:3])[CH:5]=3)[CH:10]=[N:9][CH:8]=2)[CH2:15]1. The yield is 1.00.